From a dataset of Reaction yield outcomes from USPTO patents with 853,638 reactions. Predict the reaction yield, written as a fraction of the theoretical maximum amount of product (1.0 means a 100% yield; for example, 0.34 means a 34% yield). (1) The reactants are [Cl:1][C:2]1[CH:7]=[C:6]([O:8][C:9]2[C:10]3[N:17]([CH3:18])[C:16]([CH2:19][O:20]C4CCCCO4)=[CH:15][C:11]=3[N:12]=[CH:13][N:14]=2)[CH:5]=[CH:4][C:3]=1[NH:27][C:28]([NH:30][C:31]1[CH:36]=[CH:35][CH:34]=[C:33]([C:37]([F:40])([F:39])[F:38])[CH:32]=1)=[O:29].O.C1(C)C=CC(S(O)(=O)=O)=CC=1. The catalyst is C(O)C. The product is [Cl:1][C:2]1[CH:7]=[C:6]([O:8][C:9]2[C:10]3[N:17]([CH3:18])[C:16]([CH2:19][OH:20])=[CH:15][C:11]=3[N:12]=[CH:13][N:14]=2)[CH:5]=[CH:4][C:3]=1[NH:27][C:28]([NH:30][C:31]1[CH:36]=[CH:35][CH:34]=[C:33]([C:37]([F:40])([F:38])[F:39])[CH:32]=1)=[O:29]. The yield is 0.180. (2) The reactants are C([O:9][CH2:10][C:11]1([C:19]([O:21]CC)=[O:20])[CH2:16][CH2:15][C:14]([F:18])([F:17])[CH2:13][O:12]1)(=O)C1C=CC=CC=1.O.[OH-].[Li+]. The catalyst is C1COCC1.CO.O. The product is [F:18][C:14]1([F:17])[CH2:13][O:12][C:11]([CH2:10][OH:9])([C:19]([OH:21])=[O:20])[CH2:16][CH2:15]1. The yield is 0.650. (3) The reactants are [CH:1]([C:3]1[CH:8]=[CH:7][CH:6]=[C:5]([C:9]2[CH:14]=[CH:13][CH:12]=[C:11]([C:15]([O:17][CH3:18])=[O:16])[CH:10]=2)[C:4]=1[C:19]([O:21][CH3:22])=[O:20])=[CH2:2].[C:23]([OH:26])(=[S:25])[CH3:24].CC(N=NC(C#N)(C)C)(C#N)C. The catalyst is C1C=CC=CC=1. The product is [C:23]([S:25][CH2:2][CH2:1][C:3]1[CH:8]=[CH:7][CH:6]=[C:5]([C:9]2[CH:14]=[CH:13][CH:12]=[C:11]([C:15]([O:17][CH3:18])=[O:16])[CH:10]=2)[C:4]=1[C:19]([O:21][CH3:22])=[O:20])(=[O:26])[CH3:24]. The yield is 0.480. (4) The reactants are [OH:1][C@@H:2]([C:23]1[CH:28]=[CH:27][CH:26]=[CH:25][CH:24]=1)[CH2:3][CH2:4][N:5]1[CH2:10][CH2:9][CH:8]([C:11]2[CH:12]=[C:13]([NH:17][C:18](=[O:22])[CH:19]([CH3:21])[CH3:20])[CH:14]=[CH:15][CH:16]=2)[CH2:7][CH2:6]1.[C:29]([C:31]1[CH:36]=[CH:35][C:34](O)=[CH:33][CH:32]=1)#[N:30].C1(P(C2C=CC=CC=2)C2C=CC=CC=2)C=CC=CC=1.N(C(OCC)=O)=NC(OCC)=O.N. The catalyst is C1COCC1.C(Cl)(Cl)Cl. The product is [C:29]([C:31]1[CH:36]=[CH:35][C:34]([O:1][C@H:2]([C:23]2[CH:24]=[CH:25][CH:26]=[CH:27][CH:28]=2)[CH2:3][CH2:4][N:5]2[CH2:10][CH2:9][CH:8]([C:11]3[CH:12]=[C:13]([NH:17][C:18](=[O:22])[CH:19]([CH3:21])[CH3:20])[CH:14]=[CH:15][CH:16]=3)[CH2:7][CH2:6]2)=[CH:33][CH:32]=1)#[N:30]. The yield is 0.713. (5) The reactants are [CH3:1][C:2]1[N:3]=[C:4]([CH:7]=[O:8])[S:5][CH:6]=1.[CH3:9][Mg+].[Br-]. The catalyst is C1COCC1. The product is [CH3:1][C:2]1[N:3]=[C:4]([CH:7]([OH:8])[CH3:9])[S:5][CH:6]=1. The yield is 0.500. (6) The reactants are [Br-].[K+].[CH2:3]([O:10][C:11]([N:13]1[CH2:18][CH2:17][CH2:16][CH:15]([CH2:19][OH:20])[CH2:14]1)=[O:12])[C:4]1[CH:9]=[CH:8][CH:7]=[CH:6][CH:5]=1.Cl[O-].[Na+].C(=O)(O)[O-].[Na+]. The catalyst is ClCCl.CC1(C)N([O])C(C)(C)CCC1. The product is [CH2:3]([O:10][C:11]([N:13]1[CH2:18][CH2:17][CH2:16][CH:15]([CH:19]=[O:20])[CH2:14]1)=[O:12])[C:4]1[CH:9]=[CH:8][CH:7]=[CH:6][CH:5]=1. The yield is 0.900. (7) The catalyst is CN(C)C=O.C(OCC)(=O)C.CCCCCC. The product is [Cl:13][C:4]1[C:3]([CH2:2][C:15]#[N:16])=[CH:12][CH:11]=[CH:10][C:5]=1[C:6]([O:8][CH3:9])=[O:7]. The reactants are Br[CH2:2][C:3]1[C:4]([Cl:13])=[C:5]([CH:10]=[CH:11][CH:12]=1)[C:6]([O:8][CH3:9])=[O:7].[O-][C:15]#[N:16].[Na+]. The yield is 0.790.